Dataset: Forward reaction prediction with 1.9M reactions from USPTO patents (1976-2016). Task: Predict the product of the given reaction. (1) Given the reactants [NH:1]([C:3]1[N:8]=[CH:7][CH:6]=[CH:5][N:4]=1)[NH2:2].C(N(CC)CC)C.C[O:17][C:18](=O)[N:19]=[C:20](SC)[C:21]([C:35]1[CH:36]=[C:37]([O:46][CH3:47])[C:38]2[O:43][CH2:42][O:41][CH2:40][C:39]=2[C:44]=1[F:45])=[N:22][C:23]1[CH:28]=[CH:27][C:26]([C:29]2[N:33]=[C:32]([CH3:34])[O:31][N:30]=2)=[CH:25][CH:24]=1, predict the reaction product. The product is: [F:45][C:44]1[C:39]2[CH2:40][O:41][CH2:42][O:43][C:38]=2[C:37]([O:46][CH3:47])=[CH:36][C:35]=1[CH:21]([NH:22][C:23]1[CH:24]=[CH:25][C:26]([C:29]2[N:33]=[C:32]([CH3:34])[O:31][N:30]=2)=[CH:27][CH:28]=1)[C:20]1[NH:19][C:18](=[O:17])[N:1]([C:3]2[N:8]=[CH:7][CH:6]=[CH:5][N:4]=2)[N:2]=1. (2) Given the reactants [Cl:1][C:2]1[C:3]2[CH:10]=[CH:9][NH:8][C:4]=2[N:5]=[CH:6][N:7]=1.C1C(=O)N([Cl:18])C(=O)C1, predict the reaction product. The product is: [Cl:1][C:2]1[C:3]2[C:10]([Cl:18])=[CH:9][NH:8][C:4]=2[N:5]=[CH:6][N:7]=1.